Dataset: Catalyst prediction with 721,799 reactions and 888 catalyst types from USPTO. Task: Predict which catalyst facilitates the given reaction. (1) Reactant: [F:1][C:2]1[CH:10]=[CH:9][CH:8]=[C:7]([CH3:11])[C:3]=1[C:4]([OH:6])=[O:5].C1C(=O)N([Br:19])C(=O)C1. Product: [Br:19][C:8]1[C:7]([CH3:11])=[C:3]([C:2]([F:1])=[CH:10][CH:9]=1)[C:4]([OH:6])=[O:5]. The catalyst class is: 82. (2) Reactant: [CH3:1][O:2][C:3]1[C:14]([N+:15]([O-:17])=[O:16])=[CH:13][C:6]2[NH:7][C:8](=[O:12])[CH2:9][NH:10][CH2:11][C:5]=2[CH:4]=1.C(N(CC)C(C)C)(C)C.[C:27](Cl)(=[O:29])[CH3:28].C(O)(=O)CC(CC(O)=O)(C(O)=O)O. Product: [C:27]([N:10]1[CH2:11][C:5]2[CH:4]=[C:3]([O:2][CH3:1])[C:14]([N+:15]([O-:17])=[O:16])=[CH:13][C:6]=2[NH:7][C:8](=[O:12])[CH2:9]1)(=[O:29])[CH3:28]. The catalyst class is: 4. (3) Reactant: [C:1]([C:3]1[CH:4]=[C:5]([NH:14][C:15](=[O:23])OC2C=CC=CC=2)[CH:6]=[CH:7][C:8]=1[S:9]([CH2:12][CH3:13])(=[O:11])=[O:10])#[N:2].[Br:24][C:25]1[CH:30]=[CH:29][C:28]([CH2:31][CH2:32][NH:33][CH3:34])=[CH:27][CH:26]=1.C(=O)([O-])[O-].[K+].[K+]. Product: [Br:24][C:25]1[CH:26]=[CH:27][C:28]([CH2:31][CH2:32][N:33]([CH3:34])[C:15]([NH:14][C:5]2[CH:6]=[CH:7][C:8]([S:9]([CH2:12][CH3:13])(=[O:10])=[O:11])=[C:3]([C:1]#[N:2])[CH:4]=2)=[O:23])=[CH:29][CH:30]=1. The catalyst class is: 18. (4) Reactant: [Br:1][CH2:2][CH2:3][CH2:4][CH2:5][C:6](Cl)=[O:7].[NH:9]1[CH2:14][CH2:13][O:12][CH2:11][CH2:10]1.C(N(CC)CC)C.O. Product: [Br:1][CH2:2][CH2:3][CH2:4][CH2:5][C:6]([N:9]1[CH2:14][CH2:13][O:12][CH2:11][CH2:10]1)=[O:7]. The catalyst class is: 1.